Dataset: Forward reaction prediction with 1.9M reactions from USPTO patents (1976-2016). Task: Predict the product of the given reaction. (1) Given the reactants [OH:1][C:2]1[CH:3]=[N:4][CH:5]=[CH:6][CH:7]=1.C[O:9][C:10](=[O:20])[C:11]1[CH:16]=[C:15]([CH2:17]O)[CH:14]=[C:13]([Cl:19])[CH:12]=1.C1(P(C2C=CC=CC=2)C2C=CC=CC=2)C=CC=CC=1.CCOC(/N=N/C(OCC)=O)=O, predict the reaction product. The product is: [Cl:19][C:13]1[CH:12]=[C:11]([CH:16]=[C:15]([CH2:17][O:1][C:2]2[CH:3]=[N:4][CH:5]=[CH:6][CH:7]=2)[CH:14]=1)[C:10]([OH:20])=[O:9]. (2) Given the reactants [F:1][C:2]1[CH:7]=[C:6]([F:8])[CH:5]=[CH:4][C:3]=1[C:9]([OH:35])([CH2:29][N:30]1[CH:34]=[N:33][CH:32]=[N:31]1)[CH2:10][N:11]1[CH:15]=[C:14]([CH2:16][O:17][C:18]2[CH:23]=[CH:22][C:21](/[CH:24]=[CH:25]/[C:26](=[O:28])[CH3:27])=[CH:20][CH:19]=2)[N:13]=[N:12]1.[CH2:36]([O:40][C:41]1[CH:48]=[CH:47][C:44]([CH:45]=O)=[CH:43][CH:42]=1)[CH:37]=[C:38]=[CH2:39].[OH-].[Na+], predict the reaction product. The product is: [CH2:36]([O:40][C:41]1[CH:42]=[CH:43][C:44](/[CH:45]=[CH:27]/[C:26](=[O:28])/[CH:25]=[CH:24]/[C:21]2[CH:20]=[CH:19][C:18]([O:17][CH2:16][C:14]3[N:13]=[N:12][N:11]([CH2:10][C:9]([C:3]4[CH:4]=[CH:5][C:6]([F:8])=[CH:7][C:2]=4[F:1])([OH:35])[CH2:29][N:30]4[CH:34]=[N:33][CH:32]=[N:31]4)[CH:15]=3)=[CH:23][CH:22]=2)=[CH:47][CH:48]=1)[CH:37]=[C:38]=[CH2:39].